From a dataset of Tox21: 12 toxicity assays (nuclear receptors and stress response pathways). Binary classification across 12 toxicity assays. (1) The drug is CO.COc1cc(Nc2c(C#N)cnc3cc(OCCCN4CCN(C)CC4)c(OC)cc23)c(Cl)cc1Cl. It tested positive (active) for: SR-MMP (Mitochondrial Membrane Potential disruption), and SR-p53 (p53 tumor suppressor activation). (2) The compound is CN(CCOc1ccc(NS(C)(=O)=O)cc1)CCc1ccc(NS(C)(=O)=O)cc1. It tested positive (active) for: NR-AR (Androgen Receptor agonist activity). (3) The drug is C=C(C)C(=O)OCCOc1ccccc1. It tested positive (active) for: NR-ER (Estrogen Receptor agonist activity), and SR-HSE (Heat Shock Element response). (4) The molecule is Fc1ccc(C2(Cn3cncn3)OC2c2ccccc2Cl)cc1. It tested positive (active) for: NR-Aromatase (Aromatase enzyme inhibition). (5) The compound is N#CSc1ccc([N+](=O)[O-])cc1[N+](=O)[O-]. It tested positive (active) for: NR-ER-LBD (Estrogen Receptor Ligand Binding Domain agonist), SR-HSE (Heat Shock Element response), and SR-MMP (Mitochondrial Membrane Potential disruption). (6) The drug is CN(N=O)C(=N)N[N+](=O)[O-]. It tested positive (active) for: SR-p53 (p53 tumor suppressor activation). (7) The drug is CC(C(=O)O)c1ccc(-c2ccccc2)c(F)c1. It tested positive (active) for: NR-ER (Estrogen Receptor agonist activity). (8) The compound is O=C(CCC1CCN(Cc2ccccc2)CC1)c1ccc2c(c1)NCCCC2. It tested positive (active) for: NR-AhR (Aryl hydrocarbon Receptor agonist activity), and SR-ARE (Antioxidant Response Element (oxidative stress)). (9) The drug is C(=NC1CCCCC1)=NC1CCCCC1. It tested positive (active) for: NR-Aromatase (Aromatase enzyme inhibition), NR-ER (Estrogen Receptor agonist activity), and SR-MMP (Mitochondrial Membrane Potential disruption). (10) The compound is CCCCCCCC[N+](C)(C)CCCCCCCC. It tested positive (active) for: SR-MMP (Mitochondrial Membrane Potential disruption).